Dataset: Peptide-MHC class I binding affinity with 185,985 pairs from IEDB/IMGT. Task: Regression. Given a peptide amino acid sequence and an MHC pseudo amino acid sequence, predict their binding affinity value. This is MHC class I binding data. (1) The peptide sequence is YFSMVGNWAK. The MHC is Patr-A0101 with pseudo-sequence Patr-A0101. The binding affinity (normalized) is 0.659. (2) The peptide sequence is KTWGKAKIF. The MHC is HLA-A32:01 with pseudo-sequence HLA-A32:01. The binding affinity (normalized) is 0.621. (3) The peptide sequence is GIFCFRILL. The MHC is HLA-A02:01 with pseudo-sequence HLA-A02:01. The binding affinity (normalized) is 0.811. (4) The peptide sequence is EECDSELEI. The MHC is HLA-A24:03 with pseudo-sequence HLA-A24:03. The binding affinity (normalized) is 0.213. (5) The peptide sequence is LTKVNIYML. The MHC is Mamu-A01 with pseudo-sequence Mamu-A01. The binding affinity (normalized) is 0.503.